Dataset: Reaction yield outcomes from USPTO patents with 853,638 reactions. Task: Predict the reaction yield, written as a fraction of the theoretical maximum amount of product (1.0 means a 100% yield; for example, 0.34 means a 34% yield). (1) The reactants are [F:1][C:2]([F:10])([F:9])[CH2:3][CH2:4][CH2:5][C:6]([OH:8])=[O:7].ClC(Cl)(Cl)C(=N)O[C:15]([CH3:18])([CH3:17])[CH3:16].B(F)(F)F.CCOCC.C([O-])(O)=O.[Na+]. The catalyst is C1COCC1.CCCCCC. The product is [F:1][C:2]([F:10])([F:9])[CH2:3][CH2:4][CH2:5][C:6]([O:8][C:15]([CH3:18])([CH3:17])[CH3:16])=[O:7]. The yield is 0.980. (2) The catalyst is CCO.C(Cl)Cl.[Pd]. The reactants are [CH3:1][O:2][CH2:3][CH2:4][N:5]1[CH2:15][CH:14]2[CH2:16][CH:7]([C:8]3[C:13]2=[CH:12][C:11]([N+:17]([O-])=O)=[CH:10][CH:9]=3)[CH2:6]1.[H][H]. The yield is 0.850. The product is [CH3:1][O:2][CH2:3][CH2:4][N:5]1[CH2:15][CH:14]2[CH2:16][CH:7]([C:8]3[C:13]2=[CH:12][C:11]([NH2:17])=[CH:10][CH:9]=3)[CH2:6]1. (3) The reactants are [Cl:1][C:2]1[N:3]([NH2:13])[CH:4]=[C:5]([C:7]2[CH:8]=[N:9][CH:10]=[CH:11][CH:12]=2)[N:6]=1.C(N(CC)CC)C.[C:21](Cl)(=[O:23])[CH3:22]. The catalyst is ClCCl. The product is [Cl:1][C:2]1[N:3]([NH:13][C:21](=[O:23])[CH3:22])[CH:4]=[C:5]([C:7]2[CH:8]=[N:9][CH:10]=[CH:11][CH:12]=2)[N:6]=1. The yield is 0.270. (4) The reactants are O=[C:2]1[CH2:6][CH2:5][C@@H:4]([C:7]2[CH:12]=[CH:11][C:10]([CH2:13][C:14]([O:16][CH2:17][CH3:18])=[O:15])=[CH:9][CH:8]=2)[CH2:3]1.Cl.[F:20][C:21]1[CH:26]=[CH:25][C:24]([C@H:27]([NH2:29])[CH3:28])=[CH:23][C:22]=1[O:30][CH3:31].[BH-](OC(C)=O)(OC(C)=O)OC(C)=O.[Na+]. The catalyst is C(#N)C. The product is [F:20][C:21]1[CH:26]=[CH:25][C:24]([C@H:27]([NH:29][C@H:2]2[CH2:6][CH2:5][C@@H:4]([C:7]3[CH:12]=[CH:11][C:10]([CH2:13][C:14]([O:16][CH2:17][CH3:18])=[O:15])=[CH:9][CH:8]=3)[CH2:3]2)[CH3:28])=[CH:23][C:22]=1[O:30][CH3:31]. The yield is 0.310.